The task is: Predict the product of the given reaction.. This data is from Forward reaction prediction with 1.9M reactions from USPTO patents (1976-2016). (1) Given the reactants [CH2:1]([O:3][C:4](=[O:8])[CH2:5][CH2:6]Br)[CH3:2].[N:9]1[C:13]2[CH:14]=[CH:15][CH:16]=[CH:17][C:12]=2[NH:11][CH:10]=1.C(=O)([O-])[O-].[K+].[K+], predict the reaction product. The product is: [CH2:1]([O:3][C:4](=[O:8])[CH2:5][CH2:6][N:9]1[C:13]2[CH:14]=[CH:15][CH:16]=[CH:17][C:12]=2[N:11]=[CH:10]1)[CH3:2]. (2) Given the reactants [CH:1]([C@H:3]1[N:8]([C:9]([C:11]2[CH:15]=[C:14]([CH3:16])[N:13]([C:17]3[CH:22]=[CH:21][CH:20]=[CH:19][CH:18]=3)[C:12]=2[C:23]2[CH:28]=[CH:27][CH:26]=[CH:25][CH:24]=2)=[O:10])[CH2:7][CH2:6][N:5]([C:29]([O:31][C:32]([CH3:35])([CH3:34])[CH3:33])=[O:30])[CH2:4]1)=[O:2].[C:36]1([Mg]Br)[CH:41]=[CH:40][CH:39]=[CH:38][CH:37]=1.[Cl-].[NH4+], predict the reaction product. The product is: [OH:2][C@H:1]([C:36]1[CH:41]=[CH:40][CH:39]=[CH:38][CH:37]=1)[C@H:3]1[N:8]([C:9]([C:11]2[CH:15]=[C:14]([CH3:16])[N:13]([C:17]3[CH:22]=[CH:21][CH:20]=[CH:19][CH:18]=3)[C:12]=2[C:23]2[CH:28]=[CH:27][CH:26]=[CH:25][CH:24]=2)=[O:10])[CH2:7][CH2:6][N:5]([C:29]([O:31][C:32]([CH3:35])([CH3:34])[CH3:33])=[O:30])[CH2:4]1.[OH:2][C@@H:1]([C:36]1[CH:41]=[CH:40][CH:39]=[CH:38][CH:37]=1)[C@H:3]1[N:8]([C:9]([C:11]2[CH:15]=[C:14]([CH3:16])[N:13]([C:17]3[CH:22]=[CH:21][CH:20]=[CH:19][CH:18]=3)[C:12]=2[C:23]2[CH:28]=[CH:27][CH:26]=[CH:25][CH:24]=2)=[O:10])[CH2:7][CH2:6][N:5]([C:29]([O:31][C:32]([CH3:35])([CH3:34])[CH3:33])=[O:30])[CH2:4]1. (3) Given the reactants I[C:2]1[C:3]([NH:10][C@@H:11]2[CH2:15][CH2:14][O:13][CH2:12]2)=[N:4][C:5]([NH2:9])=[N:6][C:7]=1[CH3:8].[C:16]([O:20][CH2:21][CH3:22])(=[O:19])[CH:17]=[CH2:18].C(N(CC)CC)C, predict the reaction product. The product is: [NH2:9][C:5]1[N:6]=[C:7]([CH3:8])[C:2](/[CH:18]=[CH:17]/[C:16]([O:20][CH2:21][CH3:22])=[O:19])=[C:3]([NH:10][C@@H:11]2[CH2:15][CH2:14][O:13][CH2:12]2)[N:4]=1. (4) Given the reactants [CH3:1][C:2]1[N:3]=[C:4]2[C:13]3[NH:12][C@H:11]([C:14]4[CH:19]=[CH:18][CH:17]=[CH:16][CH:15]=4)[C@:10]([CH3:21])([OH:20])[C:9](=[O:22])[C:8]=3[CH:7]=[CH:6][N:5]2[C:23]=1[CH3:24].[BH4-].[Na+], predict the reaction product. The product is: [CH3:1][C:2]1[N:3]=[C:4]2[C:13]3[NH:12][C@H:11]([C:14]4[CH:19]=[CH:18][CH:17]=[CH:16][CH:15]=4)[C@:10]([CH3:21])([OH:20])[C@H:9]([OH:22])[C:8]=3[CH:7]=[CH:6][N:5]2[C:23]=1[CH3:24]. (5) The product is: [OH:2][C:3]1[CH:4]=[C:5]([C:11]2[CH:16]=[CH:15][CH:14]=[C:13]([C:17]([NH:19][C:20]3[CH:25]=[CH:24][CH:23]=[CH:22][C:21]=3[C:26]3[S:30][C:29]([C:31]([OH:33])=[O:32])=[CH:28][CH:27]=3)=[O:18])[CH:12]=2)[CH:6]=[C:7]([OH:9])[CH:8]=1. Given the reactants C[O:2][C:3]1[CH:4]=[C:5]([C:11]2[CH:16]=[CH:15][CH:14]=[C:13]([C:17]([NH:19][C:20]3[CH:25]=[CH:24][CH:23]=[CH:22][C:21]=3[C:26]3[S:30][C:29]([C:31]([OH:33])=[O:32])=[CH:28][CH:27]=3)=[O:18])[CH:12]=2)[CH:6]=[C:7]([O:9]C)[CH:8]=1.B(Br)(Br)Br, predict the reaction product. (6) Given the reactants Br[C:2]1[CH:10]=[CH:9][CH:8]=[C:7]2[C:3]=1[N:4]=[N:5][NH:6]2.[OH-].[K+].II.[OH-].[Na+], predict the reaction product. The product is: [NH:4]1[C:3]2[C:7](=[CH:8][CH:9]=[CH:10][CH:2]=2)[N:6]=[N:5]1. (7) Given the reactants [CH2:1]([O:3][C:4]([C:6]1[C:10]([C:11]2[CH:16]=[CH:15][C:14]([NH2:17])=[CH:13][CH:12]=2)=[C:9]([Cl:18])[S:8][C:7]=1[NH:19][C:20](=[O:24])[CH2:21][C:22]#[N:23])=[O:5])[CH3:2].[C:25]([O-])(O)=O.[Na+].[CH2:30](Br)[CH:31]=[CH2:32].CCO[CH2:37][CH3:38], predict the reaction product. The product is: [CH2:1]([O:3][C:4]([C:6]1[C:10]([C:11]2[CH:12]=[CH:13][C:14]([N:17]([CH2:25][CH:37]=[CH2:38])[CH2:30][CH:31]=[CH2:32])=[CH:15][CH:16]=2)=[C:9]([Cl:18])[S:8][C:7]=1[NH:19][C:20](=[O:24])[CH2:21][C:22]#[N:23])=[O:5])[CH3:2]. (8) Given the reactants [Cl:1][C:2]1[CH:7]=[CH:6][CH:5]=[C:4]([Cl:8])[C:3]=1[C:9]1[NH:10][C:11]2[C:16]([CH:17]=1)=[CH:15][CH:14]=[C:13]([C:18]([OH:20])=O)[CH:12]=2.[N:21]1[C:29]2[C:24](=[N:25][CH:26]=[CH:27][CH:28]=2)[S:23][C:22]=1[NH2:30].CCN=C=NCCCN(C)C.C1C=CC2N(O)N=NC=2C=1, predict the reaction product. The product is: [N:21]1[C:29]2[C:24](=[N:25][CH:26]=[CH:27][CH:28]=2)[S:23][C:22]=1[NH:30][C:18]([C:13]1[CH:12]=[C:11]2[C:16]([CH:17]=[C:9]([C:3]3[C:4]([Cl:8])=[CH:5][CH:6]=[CH:7][C:2]=3[Cl:1])[NH:10]2)=[CH:15][CH:14]=1)=[O:20]. (9) Given the reactants [C:1]1([C:7]2([C:12]3[CH:17]=[CH:16][C:15]([C:18]4[NH:22][C:21]5[CH:23]=[CH:24][C:25]([C:27]([NH2:29])=[O:28])=[CH:26][C:20]=5[N:19]=4)=[CH:14][CH:13]=3)[O:11][CH2:10][CH2:9][O:8]2)[CH:6]=[CH:5][CH:4]=[CH:3][CH:2]=1.NC1C=C(C=CC=1N)C(N)=O.C1(C2(C3C=CC(C=O)=CC=3)OCCO2)C=CC=CC=1.S(S([O-])=O)([O-])(=O)=O.[Na+].[Na+], predict the reaction product. The product is: [NH3:19].[C:1]1([C:7]2([C:12]3[CH:17]=[CH:16][C:15]([C:18]4[NH:22][C:21]5[CH:23]=[CH:24][C:25]([C:27]([NH2:29])=[O:28])=[CH:26][C:20]=5[N:19]=4)=[CH:14][CH:13]=3)[O:8][CH2:9][CH2:10][O:11]2)[CH:2]=[CH:3][CH:4]=[CH:5][CH:6]=1.